Task: Predict the reactants needed to synthesize the given product.. Dataset: Full USPTO retrosynthesis dataset with 1.9M reactions from patents (1976-2016) (1) Given the product [CH2:36]([O:35][P:34]1(=[O:48])[CH:33]=[C:32]([C:26]2[CH:27]=[CH:28][CH:29]=[CH:30][CH:31]=2)[CH:40]=[C:39]([CH2:41][C:42]2[CH:43]=[CH:44][CH:45]=[CH:46][CH:47]=2)[O:38]1)[CH3:37], predict the reactants needed to synthesize it. The reactants are: CC(P(C(C)(C)C)C1C(C2C=CC=CC=2)=CC=CC=1)(C)C.ClC(Cl)C.[C:26]1([C:32]#[C:33][P:34](=[O:48])([O:38][C:39]([CH2:41][C:42]2[CH:47]=[CH:46][CH:45]=[CH:44][CH:43]=2)=[CH2:40])[O:35][CH2:36][CH3:37])[CH:31]=[CH:30][CH:29]=[CH:28][CH:27]=1. (2) The reactants are: [S:1](Cl)([CH3:4])(=[O:3])=[O:2].[OH:6][CH2:7][CH:8]1[CH2:12][CH2:11][N:10]([C:13]([O:15][C:16]([CH3:19])([CH3:18])[CH3:17])=[O:14])[CH2:9]1.C(N(CC)CC)C. Given the product [CH3:4][S:1]([O:6][CH2:7][CH:8]1[CH2:12][CH2:11][N:10]([C:13]([O:15][C:16]([CH3:19])([CH3:18])[CH3:17])=[O:14])[CH2:9]1)(=[O:3])=[O:2], predict the reactants needed to synthesize it. (3) Given the product [CH:1]1([N:7]([CH2:8][CH3:9])[C:19](=[O:21])[CH2:18][CH2:17][C:14]2[CH:13]=[CH:12][C:11]([F:10])=[CH:16][CH:15]=2)[CH2:6][CH2:5][CH2:4][CH2:3][CH2:2]1, predict the reactants needed to synthesize it. The reactants are: [CH:1]1([NH:7][CH2:8][CH3:9])[CH2:6][CH2:5][CH2:4][CH2:3][CH2:2]1.[F:10][C:11]1[CH:16]=[CH:15][C:14]([CH2:17][CH2:18][C:19]([OH:21])=O)=[CH:13][CH:12]=1.O.ON1C2C=CC=CC=2N=N1.Cl.C(N=C=NCCCN(C)C)C.Cl.